This data is from Reaction yield outcomes from USPTO patents with 853,638 reactions. The task is: Predict the reaction yield, written as a fraction of the theoretical maximum amount of product (1.0 means a 100% yield; for example, 0.34 means a 34% yield). (1) The reactants are P(Br)(Br)[Br:2].[CH2:5]([O:7][C:8]([C:10]1[CH:11]=[N:12][C:13]2[C:18]([C:19]=1O)=[CH:17][C:16]([O:21][CH3:22])=[CH:15][CH:14]=2)=[O:9])[CH3:6]. The catalyst is CN(C=O)C. The product is [CH2:5]([O:7][C:8]([C:10]1[CH:11]=[N:12][C:13]2[C:18]([C:19]=1[Br:2])=[CH:17][C:16]([O:21][CH3:22])=[CH:15][CH:14]=2)=[O:9])[CH3:6]. The yield is 0.780. (2) The reactants are [C:1]1(=[O:13])[N:5]([CH2:6][CH2:7][CH2:8][C:9]([OH:11])=O)[C:4](=[O:12])[CH:3]=[CH:2]1.[NH:14]([C:16]([O:18][C:19]([CH3:22])([CH3:21])[CH3:20])=[O:17])[NH2:15].C(Cl)CCl. The catalyst is C(Cl)Cl. The product is [O:13]=[C:1]1[CH:2]=[CH:3][C:4](=[O:12])[N:5]1[CH2:6][CH2:7][CH2:8][C:9]([NH:15][NH:14][C:16]([O:18][C:19]([CH3:22])([CH3:21])[CH3:20])=[O:17])=[O:11]. The yield is 0.850. (3) The reactants are [CH2:1]([NH:3][C:4]([NH:6][C:7]1[S:8][C:9]2[C:15](=O)[CH2:14][CH2:13][CH2:12][C:10]=2[N:11]=1)=[O:5])[CH3:2].[C:17]1([SH:23])[CH:22]=[CH:21][CH:20]=[CH:19][CH:18]=1.Cl. The catalyst is CCO. The product is [C:17]1([S:23][C:15]2([S:8][C:9]3[CH:15]=[CH:14][CH:13]=[CH:12][CH:10]=3)[C:9]3[S:8][C:7]([NH:6][C:4]([NH:3][CH2:1][CH3:2])=[O:5])=[N:11][C:10]=3[CH2:12][CH2:13][CH2:14]2)[CH:22]=[CH:21][CH:20]=[CH:19][CH:18]=1. The yield is 1.00. (4) The reactants are [NH2:1][C:2]1[C:11]2[C:6](=[CH:7][CH:8]=[CH:9][C:10]=2[O:12][CH2:13][C:14]([NH:17][C:18](=[O:38])[C:19]2[CH:24]=[C:23]([O:25][CH3:26])[CH:22]=[C:21]([O:27][CH2:28][CH2:29][O:30]CC3C=CC=CC=3)[CH:20]=2)([CH3:16])[CH3:15])[N:5]=[C:4]([CH3:39])[C:3]=1[C:40]([OH:42])=[O:41]. The catalyst is CCO.CCOC(C)=O.[Pd]. The product is [NH2:1][C:2]1[C:11]2[C:6](=[CH:7][CH:8]=[CH:9][C:10]=2[O:12][CH2:13][C:14]([NH:17][C:18](=[O:38])[C:19]2[CH:24]=[C:23]([O:25][CH3:26])[CH:22]=[C:21]([O:27][CH2:28][CH2:29][OH:30])[CH:20]=2)([CH3:15])[CH3:16])[N:5]=[C:4]([CH3:39])[C:3]=1[C:40]([OH:42])=[O:41]. The yield is 0.630. (5) The reactants are C(OC([C:11]1[NH:15][C:14]([CH3:16])=[C:13]([CH2:17][CH2:18][C:19]([O:21][CH3:22])=[O:20])[C:12]=1[CH3:23])=O)C1C=CC=CC=1. The catalyst is CC(C)=O.[Pd]. The product is [CH3:22][O:21][C:19]([CH2:18][CH2:17][C:13]1[C:12]([CH3:23])=[CH:11][NH:15][C:14]=1[CH3:16])=[O:20]. The yield is 0.900. (6) The reactants are [Cl:1][C:2]1[CH:7]=[CH:6][C:5]([C:8]([CH3:13])([CH3:12])[C:9]([OH:11])=O)=[CH:4][CH:3]=1.C1N=CN(C(N2C=NC=C2)=O)C=1.[Mg+2].[Cl-].[Cl-].[K+].[CH3:30][O:31][C:32](=[O:37])[CH2:33]C([O-])=O. The catalyst is C1COCC1.C(OCC)(=O)C. The product is [Cl:1][C:2]1[CH:3]=[CH:4][C:5]([C:8]([CH3:13])([CH3:12])[C:9](=[O:11])[CH2:33][C:32]([O:31][CH3:30])=[O:37])=[CH:6][CH:7]=1. The yield is 0.230.